From a dataset of Reaction yield outcomes from USPTO patents with 853,638 reactions. Predict the reaction yield, written as a fraction of the theoretical maximum amount of product (1.0 means a 100% yield; for example, 0.34 means a 34% yield). (1) The reactants are Cl.[NH2:2][CH2:3][CH2:4][N:5]([CH3:20])[C:6]1[N:11]=[C:10]([NH:12][C:13](=[O:19])[O:14][C:15]([CH3:18])([CH3:17])[CH3:16])[CH:9]=[CH:8][CH:7]=1.[C:21](O)(=[O:24])[CH:22]=[CH2:23].CN(C(ON1N=NC2C=CC=NC1=2)=[N+](C)C)C.F[P-](F)(F)(F)(F)F.CCN(C(C)C)C(C)C. The catalyst is C(Cl)Cl. The product is [C:21]([NH:2][CH2:3][CH2:4][N:5]([CH3:20])[C:6]1[N:11]=[C:10]([NH:12][C:13](=[O:19])[O:14][C:15]([CH3:16])([CH3:17])[CH3:18])[CH:9]=[CH:8][CH:7]=1)(=[O:24])[CH:22]=[CH2:23]. The yield is 0.750. (2) The reactants are [NH:1]=[C:2]1[N:6]([C:7]2[CH:12]=[C:11]([CH3:13])[CH:10]=[CH:9][C:8]=2[CH:14]([CH3:16])[CH3:15])[C:5](=[O:17])[CH2:4][S:3]1.Cl[C:19]([O:21][C:22]1[CH:27]=[CH:26][C:25]([N+:28]([O-:30])=[O:29])=[CH:24][CH:23]=1)=[O:20].C(=O)([O-])[O-].[Cs+].[Cs+]. The catalyst is C(#N)C.ClCCl. The product is [CH:14]([C:8]1[CH:9]=[CH:10][C:11]([CH3:13])=[CH:12][C:7]=1[N:6]1[C:5](=[O:17])[CH2:4][S:3]/[C:2]/1=[N:1]\[C:19](=[O:20])[O:21][C:22]1[CH:23]=[CH:24][C:25]([N+:28]([O-:30])=[O:29])=[CH:26][CH:27]=1)([CH3:15])[CH3:16]. The yield is 0.860. (3) The reactants are Cl.Cl.[NH2:3][C:4]1[CH:5]=[C:6]([C:10]2([F:25])[CH2:15][CH2:14][N:13]([CH2:16][CH2:17][O:18][C:19]3[CH:24]=[CH:23][CH:22]=[CH:21][CH:20]=3)[CH2:12][CH2:11]2)[CH:7]=[CH:8][CH:9]=1.[CH3:26][S:27]([Cl:30])(=[O:29])=[O:28].C(N(C(C)C)CC)(C)C. No catalyst specified. The product is [ClH:30].[F:25][C:10]1([C:6]2[CH:5]=[C:4]([NH:3][S:27]([CH3:26])(=[O:29])=[O:28])[CH:9]=[CH:8][CH:7]=2)[CH2:11][CH2:12][N:13]([CH2:16][CH2:17][O:18][C:19]2[CH:20]=[CH:21][CH:22]=[CH:23][CH:24]=2)[CH2:14][CH2:15]1. The yield is 0.640.